Dataset: Peptide-MHC class I binding affinity with 185,985 pairs from IEDB/IMGT. Task: Regression. Given a peptide amino acid sequence and an MHC pseudo amino acid sequence, predict their binding affinity value. This is MHC class I binding data. (1) The peptide sequence is ALSIVSLFPL. The MHC is HLA-A02:01 with pseudo-sequence HLA-A02:01. The binding affinity (normalized) is 0.852. (2) The peptide sequence is VNSIQRRT. The MHC is H-2-Kb with pseudo-sequence H-2-Kb. The binding affinity (normalized) is 0. (3) The peptide sequence is RVMAIFMAL. The MHC is HLA-B15:42 with pseudo-sequence HLA-B15:42. The binding affinity (normalized) is 0.213. (4) The peptide sequence is ETESVNSNY. The MHC is HLA-B39:01 with pseudo-sequence HLA-B39:01. The binding affinity (normalized) is 0.0847. (5) The peptide sequence is WMNRLIAFA. The MHC is HLA-A68:02 with pseudo-sequence HLA-A68:02. The binding affinity (normalized) is 0.446. (6) The peptide sequence is LPAMCNVYI. The MHC is HLA-B53:01 with pseudo-sequence HLA-B53:01. The binding affinity (normalized) is 0.732. (7) The peptide sequence is FVIDNVHTW. The binding affinity (normalized) is 0.981. The MHC is HLA-B53:01 with pseudo-sequence HLA-B53:01.